Task: Predict the product of the given reaction.. Dataset: Forward reaction prediction with 1.9M reactions from USPTO patents (1976-2016) Given the reactants [N-:1]=[N+:2]=[N-:3].[Na+].[C:5]1([CH3:15])[CH:10]=[CH:9][C:8]([S:11](Cl)(=[O:13])=[O:12])=[CH:7][CH:6]=1, predict the reaction product. The product is: [C:5]1([CH3:15])[CH:10]=[CH:9][C:8]([S:11]([N:1]=[N+:2]=[N-:3])(=[O:13])=[O:12])=[CH:7][CH:6]=1.